From a dataset of Full USPTO retrosynthesis dataset with 1.9M reactions from patents (1976-2016). Predict the reactants needed to synthesize the given product. (1) Given the product [NH:3]1[CH:4]=[CH:5][N:1]=[C:2]1[NH:6][C:7]([C:9]1[C:17]2[N:16]=[C:15]([NH:18][C:19]([C:21]3[CH:22]=[C:23]4[C:28](=[CH:29][CH:30]=3)[CH2:27][N:26]([CH2:31][C:32]3[CH:37]=[CH:36][CH:35]=[CH:34][CH:33]=3)[CH2:25][CH2:24]4)=[O:20])[NH:14][C:13]=2[CH:12]=[CH:11][CH:10]=1)=[O:8], predict the reactants needed to synthesize it. The reactants are: [NH:1]1[CH:5]=[CH:4][N:3]=[C:2]1[NH:6][C:7]([C:9]1[C:17]2[N:16]=[C:15]([NH:18][C:19]([C:21]3[CH:22]=[C:23]4[C:28](=[CH:29][CH:30]=3)[CH2:27][NH:26][CH2:25][CH2:24]4)=[O:20])[NH:14][C:13]=2[CH:12]=[CH:11][CH:10]=1)=[O:8].[CH:31](=O)[C:32]1[CH:37]=[CH:36][CH:35]=[CH:34][CH:33]=1.C(O[BH-](OC(=O)C)OC(=O)C)(=O)C.[Na+]. (2) Given the product [NH2:24][C@H:18]1[C@H:19]([O:22][CH3:23])[CH2:20][O:21][C@H:15]([C:14]2[N:13]([CH3:32])[N:12]=[CH:11][C:10]=2[NH:9][C:7]([C:5]2[N:6]=[C:2]([C:35]3[C:34]([F:33])=[CH:39][CH:38]=[CH:37][C:36]=3[F:40])[S:3][CH:4]=2)=[O:8])[CH2:16][CH2:17]1, predict the reactants needed to synthesize it. The reactants are: Br[C:2]1[S:3][CH:4]=[C:5]([C:7]([NH:9][C:10]2[CH:11]=[N:12][N:13]([CH3:32])[C:14]=2[C@H:15]2[O:21][CH2:20][C@@H:19]([O:22][CH3:23])[C@H:18]([NH:24]C(=O)OC(C)(C)C)[CH2:17][CH2:16]2)=[O:8])[N:6]=1.[F:33][C:34]1[CH:39]=[CH:38][CH:37]=[C:36]([F:40])[C:35]=1B(O)O. (3) The reactants are: [CH3:1][C@H:2]1[CH2:7][NH:6][CH2:5][CH2:4][NH:3]1.Cl[C:9]([O:11][CH2:12][CH3:13])=[O:10]. Given the product [CH2:12]([O:11][C:9]([N:6]1[CH2:5][CH2:4][NH:3][C@@H:2]([CH3:1])[CH2:7]1)=[O:10])[CH3:13], predict the reactants needed to synthesize it. (4) Given the product [O:25]1[CH2:30][CH2:29][CH:28]([NH:1][CH2:2][CH2:3][NH:4][C:5]2[N:10]3[N:11]=[C:12]([CH3:23])[C:13]([C:14]4[C:15]([CH3:22])=[CH:16][C:17]([Cl:21])=[CH:18][C:19]=4[CH3:20])=[C:9]3[N:8]=[C:7]([CH3:24])[CH:6]=2)[CH2:27][CH2:26]1, predict the reactants needed to synthesize it. The reactants are: [NH2:1][CH2:2][CH2:3][NH:4][C:5]1[N:10]2[N:11]=[C:12]([CH3:23])[C:13]([C:14]3[C:19]([CH3:20])=[CH:18][C:17]([Cl:21])=[CH:16][C:15]=3[CH3:22])=[C:9]2[N:8]=[C:7]([CH3:24])[CH:6]=1.[O:25]1[CH2:30][CH2:29][C:28](=O)[CH2:27][CH2:26]1.C(O[BH-](OC(=O)C)OC(=O)C)(=O)C.[Na+].C(O)(=O)C. (5) Given the product [C:12]([O:11][CH2:10][CH2:9][CH2:8][CH2:7][C:1]1[CH:6]=[CH:5][CH:4]=[CH:3][CH:2]=1)(=[O:19])[C:13]1[CH:18]=[CH:17][CH:16]=[CH:15][CH:14]=1, predict the reactants needed to synthesize it. The reactants are: [C:1]1([CH2:7][CH2:8][CH2:9][CH2:10][OH:11])[CH:6]=[CH:5][CH:4]=[CH:3][CH:2]=1.[C:12](O)(=[O:19])[C:13]1[CH:18]=[CH:17][CH:16]=[CH:15][CH:14]=1.[OH-].[K+]. (6) Given the product [F:15][C:3]1[CH:4]=[C:5]([C:8]([CH3:14])([CH3:13])[CH2:9][CH2:10][CH2:11][CH3:12])[CH:6]=[CH:7][C:2]=1[CH:43]=[O:44], predict the reactants needed to synthesize it. The reactants are: Br[C:2]1[CH:7]=[CH:6][C:5]([C:8]([CH3:14])([CH3:13])[CH2:9][CH2:10][CH2:11][CH3:12])=[CH:4][C:3]=1[F:15].BrC1C=CC(C(C)(C)CCCC)=CC=1.C([Li])CCC.CCCCCC.CN(C)[CH:43]=[O:44].